Dataset: Forward reaction prediction with 1.9M reactions from USPTO patents (1976-2016). Task: Predict the product of the given reaction. (1) Given the reactants F[C:2]1C=C(C=CC=1)N.C(C1C=CC(C(O)=O)=CC=1)(=O)C1C=CC=CC=1.C(NCC)C.[F:31][C:32]1[CH:33]=[C:34]([NH:38][C:39](=[O:54])[C:40]2[CH:45]=[CH:44][CH:43]=[C:42]([C:46](=[O:53])[C:47]3[CH:52]=[CH:51][CH:50]=[CH:49][CH:48]=3)[CH:41]=2)[CH:35]=[CH:36][CH:37]=1.[H-].[Na+], predict the reaction product. The product is: [F:31][C:32]1[CH:33]=[C:34]([N:38]([CH3:2])[C:39](=[O:54])[C:40]2[CH:45]=[CH:44][CH:43]=[C:42]([C:46](=[O:53])[C:47]3[CH:48]=[CH:49][CH:50]=[CH:51][CH:52]=3)[CH:41]=2)[CH:35]=[CH:36][CH:37]=1. (2) Given the reactants [Cl:1][C:2]1[C:10]2[S:9][C:8](S)=[N:7][C:6]=2[CH:5]=[CH:4][CH:3]=1, predict the reaction product. The product is: [Cl:1][C:2]1[C:10]2[S:9][CH:8]=[N:7][C:6]=2[CH:5]=[CH:4][CH:3]=1. (3) The product is: [CH2:1]([O:3][C:4]([C@H:6]1[CH2:10][C@@H:9]([O:11][S:25]([C:22]2[CH:23]=[CH:24][C:19]([CH3:29])=[CH:20][CH:21]=2)(=[O:27])=[O:26])[CH2:8][N:7]1[S:25]([C:22]1[CH:23]=[CH:24][C:17]([CH3:18])=[CH:20][CH:21]=1)(=[O:27])=[O:26])=[O:5])[CH3:2]. Given the reactants [CH2:1]([O:3][C:4]([C@H:6]1[CH2:10][C@@H:9]([OH:11])[CH2:8][NH:7]1)=[O:5])[CH3:2].C(N([CH2:17][CH3:18])CC)C.[C:19]1([CH3:29])[CH:24]=[CH:23][C:22]([S:25](Cl)(=[O:27])=[O:26])=[CH:21][CH:20]=1, predict the reaction product.